From a dataset of Reaction yield outcomes from USPTO patents with 853,638 reactions. Predict the reaction yield, written as a fraction of the theoretical maximum amount of product (1.0 means a 100% yield; for example, 0.34 means a 34% yield). (1) The reactants are [CH:1]([C:3]1[CH:8]=[CH:7][C:6]([NH:9][N:10]2[C:18](=[O:19])[C:17]3[C:12](=[CH:13][CH:14]=[CH:15][CH:16]=3)[C:11]2=[O:20])=[CH:5][CH:4]=1)=[CH2:2].N1C=CC=CC=1C1C=CC=CN=1.Br[CH:34]([C:39]1[CH:40]=[C:41]([Cl:47])[C:42]([Cl:46])=[C:43]([Cl:45])[CH:44]=1)[C:35]([F:38])([F:37])[F:36]. The catalyst is ClC1C=CC=CC=1Cl.Cl[Cu]. The product is [F:38][C:35]([F:36])([F:37])[CH:34]([C:39]1[CH:40]=[C:41]([Cl:47])[C:42]([Cl:46])=[C:43]([Cl:45])[CH:44]=1)/[CH:2]=[CH:1]/[C:3]1[CH:4]=[CH:5][C:6]([NH:9][N:10]2[C:18](=[O:19])[C:17]3[C:12](=[CH:13][CH:14]=[CH:15][CH:16]=3)[C:11]2=[O:20])=[CH:7][CH:8]=1. The yield is 0.750. (2) The reactants are [NH:1]1[C:9]2[C:4](=[CH:5][CH:6]=[CH:7][CH:8]=2)[CH:3]=[C:2]1[C:10]1[C:11]([O:20][CH3:21])=[CH:12][C:13]([O:18][CH3:19])=[C:14]([CH:17]=1)[CH:15]=O.[C:22]([C:25]1[CH:33]=[CH:32][C:28]([C:29]([OH:31])=[O:30])=[CH:27][CH:26]=1)(=[O:24])[CH3:23]. No catalyst specified. The product is [NH:1]1[C:9]2[C:4](=[CH:5][CH:6]=[CH:7][CH:8]=2)[CH:3]=[C:2]1[C:10]1[C:11]([O:20][CH3:21])=[CH:12][C:13]([O:18][CH3:19])=[C:14](/[CH:15]=[CH:23]/[C:22]([C:25]2[CH:33]=[CH:32][C:28]([C:29]([OH:31])=[O:30])=[CH:27][CH:26]=2)=[O:24])[CH:17]=1. The yield is 0.660.